Dataset: Reaction yield outcomes from USPTO patents with 853,638 reactions. Task: Predict the reaction yield, written as a fraction of the theoretical maximum amount of product (1.0 means a 100% yield; for example, 0.34 means a 34% yield). (1) The reactants are CS(C)=O.C(Cl)(=O)C(Cl)=O.[CH2:11]([N:18]1[CH2:23][CH2:22][CH:21]([CH:24]([CH:26]2[C:34]3[C:29](=[CH:30][CH:31]=[CH:32][CH:33]=3)[CH2:28][O:27]2)[OH:25])[CH2:20][CH2:19]1)[C:12]1[CH:17]=[CH:16][CH:15]=[CH:14][CH:13]=1.C(N(CC)CC)C. The catalyst is ClCCl. The product is [CH2:11]([N:18]1[CH2:19][CH2:20][CH:21]([C:24]([CH:26]2[C:34]3[C:29](=[CH:30][CH:31]=[CH:32][CH:33]=3)[CH2:28][O:27]2)=[O:25])[CH2:22][CH2:23]1)[C:12]1[CH:17]=[CH:16][CH:15]=[CH:14][CH:13]=1. The yield is 0.330. (2) The reactants are [Cl:1][C:2]1[CH:3]=[C:4]([CH:8]=[C:9]([N+:12]([O-:14])=[O:13])[C:10]=1[CH3:11])[C:5]([OH:7])=[O:6].[O-:15][Mn](=O)(=O)=O.[K+].[OH2:21]. No catalyst specified. The product is [Cl:1][C:2]1[CH:3]=[C:4]([C:5]([OH:7])=[O:6])[CH:8]=[C:9]([N+:12]([O-:14])=[O:13])[C:10]=1[C:11]([OH:15])=[O:21]. The yield is 0.490. (3) The reactants are [Cl:1][C:2]1[C:3]([O:12][C:13]2[CH:18]=[C:17]([O:19][CH2:20][CH2:21][O:22][CH3:23])[CH:16]=[CH:15][C:14]=2[CH2:24][OH:25])=[N:4][CH:5]=[C:6]([C:8]([F:11])([F:10])[F:9])[CH:7]=1.Cl[S:27]([N:30]=[C:31]=[O:32])(=[O:29])=[O:28].N1C=CC=CC=1.[CH:39]([NH2:42])([CH3:41])[CH3:40]. The catalyst is ClCCl. The product is [CH:39]([NH:42][S:27]([NH:30][C:31](=[O:32])[O:25][CH2:24][C:14]1[CH:15]=[CH:16][C:17]([O:19][CH2:20][CH2:21][O:22][CH3:23])=[CH:18][C:13]=1[O:12][C:3]1[C:2]([Cl:1])=[CH:7][C:6]([C:8]([F:9])([F:11])[F:10])=[CH:5][N:4]=1)(=[O:29])=[O:28])([CH3:41])[CH3:40]. The yield is 0.570. (4) The product is [C:12]([O:10][C:9](=[O:11])[CH2:8][C:4]1[CH:5]=[CH:6][CH:7]=[C:2]([OH:1])[CH:3]=1)([CH3:15])([CH3:14])[CH3:13]. The catalyst is C1(C)C=CC=CC=1.CCCCCC. The reactants are [OH:1][C:2]1[CH:3]=[C:4]([CH2:8][C:9]([OH:11])=[O:10])[CH:5]=[CH:6][CH:7]=1.[C:12](OC(O[C:12]([CH3:15])([CH3:14])[CH3:13])N(C)C)([CH3:15])([CH3:14])[CH3:13].C(OCC)(=O)C. The yield is 0.560. (5) The catalyst is CN(C=O)C.C(OCC)(=O)C. The product is [CH3:12][O:13][C:14](=[O:19])[CH:15]([NH:16][C:5](=[O:7])[C:4]1[CH:8]=[CH:9][CH:10]=[C:2]([Cl:1])[CH:3]=1)[CH2:17][OH:18]. The yield is 0.930. The reactants are [Cl:1][C:2]1[CH:3]=[C:4]([CH:8]=[CH:9][CH:10]=1)[C:5]([OH:7])=O.Cl.[CH3:12][O:13][C:14](=[O:19])[C@H:15]([CH2:17][OH:18])[NH2:16].C1C=CC2N(O)N=NC=2C=1.CN1CCOCC1.CCN=C=NCCCN(C)C. (6) The reactants are [F:1][C:2]1[CH:28]=[C:27]([F:29])[CH:26]=[CH:25][C:3]=1[CH2:4][O:5][C:6]1[N:7]=[C:8]([CH3:24])[N:9]([CH2:13][C:14]2[CH:23]=[CH:22][C:17]([C:18]([O:20]C)=[O:19])=[CH:16][CH:15]=2)[C:10](=[O:12])[CH:11]=1.[OH-].[Na+].C(O)(=O)C. The catalyst is O1CCOCC1.O. The product is [F:1][C:2]1[CH:28]=[C:27]([F:29])[CH:26]=[CH:25][C:3]=1[CH2:4][O:5][C:6]1[N:7]=[C:8]([CH3:24])[N:9]([CH2:13][C:14]2[CH:23]=[CH:22][C:17]([C:18]([OH:20])=[O:19])=[CH:16][CH:15]=2)[C:10](=[O:12])[CH:11]=1. The yield is 0.780. (7) The reactants are Br[C:2]1[C:28]([F:29])=[CH:27][C:5]2[O:6][C:7]3[CH:25]=[C:24]([F:26])[CH:23]=[CH:22][C:8]=3[C@H:9]3[C@H:14]([NH:15][C:16](=[O:21])[C:17]([F:20])([F:19])[F:18])[CH2:13][CH2:12][CH2:11][N:10]3[C:4]=2[CH:3]=1.[C:30]([Cu])#[N:31].CN1C(=O)CCC1.O. The catalyst is C(OCC)(=O)C.[Cu]I. The product is [C:30]([C:2]1[C:28]([F:29])=[CH:27][C:5]2[O:6][C:7]3[CH:25]=[C:24]([F:26])[CH:23]=[CH:22][C:8]=3[C@H:9]3[C@H:14]([NH:15][C:16](=[O:21])[C:17]([F:20])([F:18])[F:19])[CH2:13][CH2:12][CH2:11][N:10]3[C:4]=2[CH:3]=1)#[N:31]. The yield is 0.590.